Dataset: Catalyst prediction with 721,799 reactions and 888 catalyst types from USPTO. Task: Predict which catalyst facilitates the given reaction. (1) Reactant: [CH3:1][S:2]([C:5]1[CH:6]=[C:7]([C:11]2[S:15][C:14]([C:16]3[N:20]([C:21]4[CH:22]=[C:23]([OH:27])[CH:24]=[CH:25][CH:26]=4)[N:19]=[C:18]([C:28]([F:31])([F:30])[F:29])[CH:17]=3)=[CH:13][CH:12]=2)[CH:8]=[CH:9][CH:10]=1)(=[O:4])=[O:3].C[O-].[Na+].Cl[CH2:36][C:37]([N:39]([CH3:41])[CH3:40])=[O:38]. Product: [CH3:40][N:39]([CH3:41])[C:37](=[O:38])[CH2:36][O:27][C:23]1[CH:24]=[CH:25][CH:26]=[C:21]([N:20]2[C:16]([C:14]3[S:15][C:11]([C:7]4[CH:8]=[CH:9][CH:10]=[C:5]([S:2]([CH3:1])(=[O:4])=[O:3])[CH:6]=4)=[CH:12][CH:13]=3)=[CH:17][C:18]([C:28]([F:31])([F:29])[F:30])=[N:19]2)[CH:22]=1. The catalyst class is: 5. (2) Reactant: [C:1]([C:3]1[CH:4]=[C:5]2[C:10](=[N:11][CH:12]=1)[N:9]([CH2:13][C:14]1[CH:19]=[CH:18][C:17]([C:20]([F:23])([F:22])[F:21])=[CH:16][CH:15]=1)[C:8](=[O:24])[C:7]([C:25]([NH:27][CH2:28][C:29]([O:31]C(C)(C)C)=[O:30])=[O:26])=[C:6]2[OH:36])#[N:2]. Product: [C:1]([C:3]1[CH:4]=[C:5]2[C:10](=[N:11][CH:12]=1)[N:9]([CH2:13][C:14]1[CH:19]=[CH:18][C:17]([C:20]([F:21])([F:22])[F:23])=[CH:16][CH:15]=1)[C:8](=[O:24])[C:7]([C:25]([NH:27][CH2:28][C:29]([OH:31])=[O:30])=[O:26])=[C:6]2[OH:36])#[N:2]. The catalyst class is: 281. (3) Reactant: CO[C:3](=[O:14])[C:4]1[C:9]([I:10])=[CH:8][C:7]([Cl:11])=[CH:6][C:5]=1[CH2:12]Br.[F:15][C:16]1[CH:23]=[CH:22][C:19]([CH2:20][NH2:21])=[CH:18][CH:17]=1.C([O-])([O-])=O.[K+].[K+].C(OCC)(=O)C. Product: [Cl:11][C:7]1[CH:6]=[C:5]2[C:4](=[C:9]([I:10])[CH:8]=1)[C:3](=[O:14])[N:21]([CH2:20][C:19]1[CH:22]=[CH:23][C:16]([F:15])=[CH:17][CH:18]=1)[CH2:12]2. The catalyst class is: 345. (4) Product: [C:48]([O:52][C@H:53]1[CH2:57][N:56]([C:58](=[O:73])[C@@H:59]([N:63]2[CH2:71][C:70]3[C:65](=[CH:66][CH:67]=[CH:68][CH:69]=3)[C:64]2=[O:72])[CH:60]([CH3:62])[CH3:61])[C@H:55]([C:74]([NH:76][CH2:77][C:78]2[CH:83]=[CH:82][C:81]([C:84]3[S:88][CH:87]=[N:86][C:85]=3[CH3:89])=[CH:80][C:79]=2[O:11][CH2:12][CH2:13][O:14][CH2:15][CH2:16][O:17][CH2:18][CH2:19][O:20][C:21]2[CH:26]=[CH:25][C:24]([N:27]3[C:31]([CH3:32])([CH3:33])[C:30](=[O:34])[N:29]([C:35]4[CH:40]=[CH:39][C:38]([C:41]#[N:42])=[C:37]([C:43]([F:46])([F:45])[F:44])[CH:36]=4)[C:28]3=[S:47])=[CH:23][CH:22]=2)=[O:75])[CH2:54]1)([CH3:49])([CH3:50])[CH3:51]. Reactant: CC1C=CC(S([O:11][CH2:12][CH2:13][O:14][CH2:15][CH2:16][O:17][CH2:18][CH2:19][O:20][C:21]2[CH:26]=[CH:25][C:24]([N:27]3[C:31]([CH3:33])([CH3:32])[C:30](=[O:34])[N:29]([C:35]4[CH:40]=[CH:39][C:38]([C:41]#[N:42])=[C:37]([C:43]([F:46])([F:45])[F:44])[CH:36]=4)[C:28]3=[S:47])=[CH:23][CH:22]=2)(=O)=O)=CC=1.[C:48]([O:52][C@H:53]1[CH2:57][N:56]([C:58](=[O:73])[C@@H:59]([N:63]2[CH2:71][C:70]3[C:65](=[CH:66][CH:67]=[CH:68][CH:69]=3)[C:64]2=[O:72])[CH:60]([CH3:62])[CH3:61])[C@H:55]([C:74]([NH:76][CH2:77][C:78]2[CH:83]=[CH:82][C:81]([C:84]3[S:88][CH:87]=[N:86][C:85]=3[CH3:89])=[CH:80][C:79]=2O)=[O:75])[CH2:54]1)([CH3:51])([CH3:50])[CH3:49].C(=O)([O-])[O-].[K+].[K+]. The catalyst class is: 9. (5) Reactant: [CH:1]1([CH2:4][OH:5])[CH2:3][CH2:2]1.[H-].[Na+].F[C:9]1[CH:17]=[C:16]([CH3:18])[C:12]([C:13]([OH:15])=[O:14])=[CH:11][N:10]=1.Cl. Product: [CH:1]1([CH2:4][O:5][C:9]2[CH:17]=[C:16]([CH3:18])[C:12]([C:13]([OH:15])=[O:14])=[CH:11][N:10]=2)[CH2:3][CH2:2]1. The catalyst class is: 1. (6) Reactant: [CH3:1][O:2][C:3]1[CH:11]=[CH:10][C:6]2[NH:7][CH:8]=[N:9][C:5]=2[CH:4]=1.C([O-])(=O)C.[K+].[Br:17]Br. Product: [Br:17][C:11]1[C:3]([O:2][CH3:1])=[CH:4][C:5]2[NH:9][CH:8]=[N:7][C:6]=2[CH:10]=1. The catalyst class is: 6.